Dataset: Forward reaction prediction with 1.9M reactions from USPTO patents (1976-2016). Task: Predict the product of the given reaction. (1) The product is: [CH2:1]=[C:2]1[CH2:3][O:4][C@@H:5]([C:11]2[CH:16]=[C:15]([F:17])[C:14]([F:18])=[CH:13][C:12]=2[F:19])[C@H:6]([N+:8]([O-:10])=[O:9])[CH2:7]1. Given the reactants [CH2:1]=[C:2]1[CH2:7][C:6]([N+:8]([O-:10])=[O:9])=[C:5]([C:11]2[CH:16]=[C:15]([F:17])[C:14]([F:18])=[CH:13][C:12]=2[F:19])[O:4][CH2:3]1.[BH4-].[Na+], predict the reaction product. (2) Given the reactants [CH:1]12[O:6][CH:5]1[CH2:4][O:3][CH2:2]2.[Br:7][C:8]1[CH:13]=[CH:12][C:11]([OH:14])=[CH:10][CH:9]=1.C(=O)([O-])[O-].[Cs+].[Cs+], predict the reaction product. The product is: [Br:7][C:8]1[CH:13]=[CH:12][C:11]([O:14][C@@H:5]2[CH2:4][O:3][CH2:2][C@H:1]2[OH:6])=[CH:10][CH:9]=1. (3) Given the reactants [CH2:1]([O:3][C:4]([C:6]1[N:7]=[CH:8][C:9]2[C:14]([C:15]=1[OH:16])=[CH:13][CH:12]=[C:11](Br)[CH:10]=2)=[O:5])[CH3:2].[F:18][C:19]1[CH:24]=[CH:23][C:22]([NH:25][C:26]([NH2:28])=[O:27])=[CH:21][CH:20]=1, predict the reaction product. The product is: [CH2:1]([O:3][C:4]([C:6]1[N:7]=[CH:8][C:9]2[C:14]([C:15]=1[OH:16])=[CH:13][CH:12]=[C:11]([NH:28][C:26]([NH:25][C:22]1[CH:23]=[CH:24][C:19]([F:18])=[CH:20][CH:21]=1)=[O:27])[CH:10]=2)=[O:5])[CH3:2]. (4) Given the reactants [N:1]([CH2:4][C:5]([N:7]([CH2:13][C:14]1[CH:19]=[CH:18][CH:17]=[CH:16][CH:15]=1)[C@H:8]([CH:10]1[CH2:12][CH2:11]1)[CH3:9])=[O:6])=[N+]=[N-].C1C=CC(P(C2C=CC=CC=2)C2C=CC=CC=2)=CC=1, predict the reaction product. The product is: [NH2:1][CH2:4][C:5]([N:7]([CH2:13][C:14]1[CH:15]=[CH:16][CH:17]=[CH:18][CH:19]=1)[C@H:8]([CH:10]1[CH2:12][CH2:11]1)[CH3:9])=[O:6]. (5) Given the reactants [NH2:1][C:2]1[CH:11]=[CH:10][CH:9]=[C:8]2[C:3]=1[C:4](=[O:32])[N:5]([C:13]1[CH:18]=[CH:17][CH:16]=[C:15]([S:19]([N:22]3[C:31]4[C:26](=[CH:27][CH:28]=[CH:29][CH:30]=4)[CH2:25][CH2:24][CH2:23]3)(=[O:21])=[O:20])[CH:14]=1)[C:6](=[O:12])[NH:7]2.[N-:33]=[N+:34]=[N-:35].[Na+].O.[C:38](O)(=O)C, predict the reaction product. The product is: [N:22]1([S:19]([C:15]2[CH:14]=[C:13]([N:5]3[C:4](=[O:32])[C:3]4[C:8](=[CH:9][CH:10]=[CH:11][C:2]=4[N:1]4[CH:38]=[N:35][N:34]=[N:33]4)[NH:7][C:6]3=[O:12])[CH:18]=[CH:17][CH:16]=2)(=[O:21])=[O:20])[C:31]2[C:26](=[CH:27][CH:28]=[CH:29][CH:30]=2)[CH2:25][CH2:24][CH2:23]1. (6) The product is: [CH3:35][O:34][C:19]1[CH:18]=[CH:17][C:16]([S:13]([N:6]2[C:7]3[C:12](=[CH:11][CH:10]=[CH:9][CH:8]=3)[C:4]([C:1](=[O:3])[CH3:2])=[CH:5]2)(=[O:14])=[O:15])=[CH:21][C:20]=1[N:22]1[CH2:23][CH2:24][NH:25][CH2:26][CH2:27]1. Given the reactants [C:1]([C:4]1[C:12]2[C:7](=[CH:8][CH:9]=[CH:10][CH:11]=2)[N:6]([S:13]([C:16]2[CH:17]=[CH:18][C:19]([O:34][CH3:35])=[C:20]([N:22]3[CH2:27][CH2:26][N:25](C(=O)C(Cl)(Cl)Cl)[CH2:24][CH2:23]3)[CH:21]=2)(=[O:15])=[O:14])[CH:5]=1)(=[O:3])[CH3:2].[OH-].[K+], predict the reaction product. (7) Given the reactants [CH2:1]([CH:3]([CH2:19][CH2:20][CH2:21][CH3:22])[CH2:4][O:5][C:6](=[O:18])[CH2:7][CH2:8][CH2:9][CH2:10][CH2:11][CH2:12][CH2:13][CH:14]=[CH:15][CH2:16][CH3:17])[CH3:2].C(O)(=O)CCCCCCCCCCC.FC(F)(F)S(O)(=O)=O, predict the reaction product. The product is: [CH3:15][CH2:14][CH2:13][CH2:12][CH2:11][CH2:10][CH2:9][CH2:8][CH2:7][C:6]([OH:18])=[O:5].[CH2:1]([CH:3]([CH2:19][CH2:20][CH2:21][CH3:22])[CH2:4][O:5][C:6](=[O:18])[CH2:7][CH2:8][CH2:9][CH2:10][CH2:11][CH2:12][CH2:13][CH:14]=[CH:15][CH2:16][CH3:17])[CH3:2].